This data is from Catalyst prediction with 721,799 reactions and 888 catalyst types from USPTO. The task is: Predict which catalyst facilitates the given reaction. (1) Reactant: [F:1][C:2]1[CH:7]=[CH:6][C:5]([C@:8]23[CH2:36][C:32]4[CH:33]=[N:34][O:35][C:31]=4[C@@H:30]([CH3:37])[C@@H:9]2[CH2:10][CH2:11][C:12]2[C:13]([C:19]4[CH:24]=[CH:23][C:22]([C:25]5[NH:29][N:28]=[CH:27][CH:26]=5)=[CH:21][CH:20]=4)=[N:14][C:15]([CH3:18])=[N:16][C:17]=23)=[CH:4][CH:3]=1.[Br:38]N1C(C)(C)C(=O)N(Br)C1=O.N1C=CC=CC=1. Product: [Br:38][C:26]1[CH:27]=[N:28][NH:29][C:25]=1[C:22]1[CH:23]=[CH:24][C:19]([C:13]2[C:12]3[CH2:11][CH2:10][C@H:9]4[C@H:30]([CH3:37])[C:31](=[O:35])[C:32]([C:33]#[N:34])=[CH:36][C@:8]4([C:5]4[CH:6]=[CH:7][C:2]([F:1])=[CH:3][CH:4]=4)[C:17]=3[N:16]=[C:15]([CH3:18])[N:14]=2)=[CH:20][CH:21]=1. The catalyst class is: 9. (2) Reactant: C(O)(=O)/[CH:2]=[CH:3]/[C:4]1[CH:12]=[CH:11][C:9](O)=[C:6]([O:7][CH3:8])[CH:5]=1.[OH-:15].[Na+].Cl. Product: [CH:3]([C:4]1[CH:12]=[CH:11][CH:9]=[C:6]([O:7][CH3:8])[C:5]=1[OH:15])=[CH2:2]. The catalyst class is: 81. (3) Reactant: [CH3:1][O:2][CH2:3][CH:4]1[O:21][C:8]2([CH2:13][CH2:12][N:11](C(OC(C)(C)C)=O)[CH2:10][CH2:9]2)[CH2:7][N:6]([C:22]2[N:27]=[CH:26][CH:25]=[CH:24][N:23]=2)[CH2:5]1.[ClH:28]. Product: [ClH:28].[CH3:1][O:2][CH2:3][CH:4]1[CH2:5][N:6]([C:22]2[N:23]=[CH:24][CH:25]=[CH:26][N:27]=2)[CH2:7][C:8]2([CH2:13][CH2:12][NH:11][CH2:10][CH2:9]2)[O:21]1. The catalyst class is: 4. (4) Reactant: Br[C:2]1[N:6]2[CH2:7][CH2:8][N:9]([C:11]([C:13]3[CH:18]=[CH:17][CH:16]=[C:15]([C:19]([F:22])([F:21])[F:20])[C:14]=3[Cl:23])=[O:12])[CH2:10][C:5]2=[N:4][CH:3]=1.C([Sn](CCCC)(CCCC)[C:29]1[N:34]=[CH:33][CH:32]=[CH:31][N:30]=1)CCC. Product: [Cl:23][C:14]1[C:15]([C:19]([F:22])([F:21])[F:20])=[CH:16][CH:17]=[CH:18][C:13]=1[C:11]([N:9]1[CH2:8][CH2:7][N:6]2[C:2]([C:29]3[N:34]=[CH:33][CH:32]=[CH:31][N:30]=3)=[CH:3][N:4]=[C:5]2[CH2:10]1)=[O:12]. The catalyst class is: 77. (5) Reactant: [N:1]#[C:2]Br.C(=O)([O-])[O-].[Na+].[Na+].CN.[Br:12][C:13]1[CH:14]=[C:15](/[C:19](/[CH3:24])=[CH:20]/[C:21](Cl)=[O:22])[CH:16]=[CH:17][CH:18]=1.[CH:25]([N:28](CC)C(C)C)(C)C. Product: [Br:12][C:13]1[CH:14]=[C:15](/[C:19](/[CH3:24])=[CH:20]/[C:21]([N:28]([C:2]#[N:1])[CH3:25])=[O:22])[CH:16]=[CH:17][CH:18]=1. The catalyst class is: 7.